From a dataset of Forward reaction prediction with 1.9M reactions from USPTO patents (1976-2016). Predict the product of the given reaction. (1) Given the reactants [F:1][C:2]1[CH:23]=[CH:22][CH:21]=[C:20]([F:24])[C:3]=1[CH2:4][O:5]C1C2N(C(C(O)=O)=C(C)N=2)C=C(C)C=1.Br[C:26]1[CH:27]=[CH:28][C:29]([C:32]#[N:33])=[N:30][CH:31]=1.[C:34](=O)([O-])[O-].[K+].[K+].[N:51]1[C:52]2[C:47](=[CH:46][CH:46]=[C:47]3[C:52]=2[N:51]=[CH:50][CH:49]=[CH:48]3)[CH:48]=[CH:49][CH:50]=1.C[N:55]1[CH2:59][CH2:58]CC1=O, predict the reaction product. The product is: [F:1][C:2]1[CH:23]=[CH:22][CH:21]=[C:20]([F:24])[C:3]=1[CH2:4][O:5][C:52]1[N:51]2[C:34]([C:26]3[CH:27]=[CH:28][C:29]([C:32]#[N:33])=[N:30][CH:31]=3)=[C:59]([CH3:58])[N:55]=[C:50]2[CH:49]=[CH:48][C:47]=1[CH3:46]. (2) Given the reactants C[O:2][C:3]1[CH:12]=[C:11]2[C:6]([C@H:7]([C:23]3[CH:28]=[CH:27][C:26]([O:29][CH2:30][CH2:31][N:32]4[CH2:36][CH2:35][CH2:34][CH2:33]4)=[CH:25][CH:24]=3)[C@H:8]([C:13]3[CH:18]=[CH:17][C:16]([C:19]([F:22])([F:21])[F:20])=[CH:15][CH:14]=3)[CH2:9][O:10]2)=[CH:5][CH:4]=1.Cl.N1C=CC=CC=1.[OH-].[Na+].Cl, predict the reaction product. The product is: [OH:2][C:3]1[CH:12]=[C:11]2[C:6]([C@H:7]([C:23]3[CH:28]=[CH:27][C:26]([O:29][CH2:30][CH2:31][N:32]4[CH2:33][CH2:34][CH2:35][CH2:36]4)=[CH:25][CH:24]=3)[C@H:8]([C:13]3[CH:14]=[CH:15][C:16]([C:19]([F:20])([F:21])[F:22])=[CH:17][CH:18]=3)[CH2:9][O:10]2)=[CH:5][CH:4]=1. (3) Given the reactants [O:1]=[C:2]1[C:11]2=[N:12][N:13]([C:31]3[CH:36]=[CH:35][CH:34]=[CH:33][CH:32]=3)[C:14]([CH2:15][C:16]([N:18]3[CH2:23][CH2:22][N:21](C(OC(C)(C)C)=O)[CH2:20][CH2:19]3)=[O:17])=[C:10]2[C:9]2[CH:8]=[CH:7][CH:6]=[CH:5][C:4]=2[NH:3]1.Cl, predict the reaction product. The product is: [O:17]=[C:16]([N:18]1[CH2:23][CH2:22][NH:21][CH2:20][CH2:19]1)[CH2:15][C:14]1[N:13]([C:31]2[CH:36]=[CH:35][CH:34]=[CH:33][CH:32]=2)[N:12]=[C:11]2[C:10]=1[C:9]1[CH:8]=[CH:7][CH:6]=[CH:5][C:4]=1[NH:3][C:2]2=[O:1]. (4) The product is: [CH:35]1[C:34]2[CH:33]([CH2:32][O:31][C:29](=[O:30])[NH:28][C@H:10]([C:9](=[O:11])[NH:8][C:4]3[CH:5]=[CH:6][CH:7]=[C:2]([NH:1][C:9](=[O:11])[CH3:10])[CH:3]=3)[CH2:5][CH2:6][CH2:7][CH2:2][NH2:1])[C:45]3[C:40](=[CH:41][CH:42]=[CH:43][CH:44]=3)[C:39]=2[CH:38]=[CH:37][CH:36]=1. Given the reactants [NH2:1][C:2]1[CH:3]=[C:4]([NH:8][C:9](=[O:11])[CH3:10])[CH:5]=[CH:6][CH:7]=1.C(OC(NCCCC[C@H]([NH:28][C:29]([O:31][CH2:32][CH:33]1[C:45]2[CH:44]=[CH:43][CH:42]=[CH:41][C:40]=2[C:39]2[C:34]1=[CH:35][CH:36]=[CH:37][CH:38]=2)=[O:30])C(O)=O)=O)(C)(C)C, predict the reaction product.